Predict the reactants needed to synthesize the given product. From a dataset of Full USPTO retrosynthesis dataset with 1.9M reactions from patents (1976-2016). Given the product [Br:1][C:2]1[C:3]([CH3:19])=[C:4]([C:9]2[CH:14]=[CH:13][CH:12]=[C:11]([C:15]([F:18])([F:16])[F:17])[CH:10]=2)[C:5]([NH:8][S:26]([C:23]2[CH:24]=[CH:25][C:20]([CH3:30])=[CH:21][CH:22]=2)(=[O:28])=[O:27])=[N:6][CH:7]=1, predict the reactants needed to synthesize it. The reactants are: [Br:1][C:2]1[C:3]([CH3:19])=[C:4]([C:9]2[CH:14]=[CH:13][CH:12]=[C:11]([C:15]([F:18])([F:17])[F:16])[CH:10]=2)[C:5]([NH2:8])=[N:6][CH:7]=1.[C:20]1([CH3:30])[CH:25]=[CH:24][C:23]([S:26](Cl)(=[O:28])=[O:27])=[CH:22][CH:21]=1.